The task is: Predict the reactants needed to synthesize the given product.. This data is from Full USPTO retrosynthesis dataset with 1.9M reactions from patents (1976-2016). (1) Given the product [CH3:11][N:12]([C:22]1[CH:23]=[CH:24][C:25]([NH:28][C:29]([NH:31][C:32]2[CH:37]=[CH:36][CH:35]=[CH:34][CH:33]=2)=[O:30])=[CH:26][CH:27]=1)[S:13]([C:16]1[S:17][C:18]([C:6]2[CH:7]=[N:2][CH:3]=[N:4][CH:5]=2)=[CH:19][CH:20]=1)(=[O:15])=[O:14], predict the reactants needed to synthesize it. The reactants are: O.[N:2]1[CH:7]=[C:6](B(O)O)[CH:5]=[N:4][CH:3]=1.[CH3:11][N:12]([C:22]1[CH:27]=[CH:26][C:25]([NH:28][C:29]([NH:31][C:32]2[CH:37]=[CH:36][CH:35]=[CH:34][CH:33]=2)=[O:30])=[CH:24][CH:23]=1)[S:13]([C:16]1[S:17][C:18](Br)=[CH:19][CH:20]=1)(=[O:15])=[O:14].C([O-])([O-])=O.[Na+].[Na+]. (2) Given the product [F:24][C:19]1[CH:20]=[CH:21][CH:22]=[CH:23][C:18]=1[C:13]1[C:12]([CH2:11][O:10][C:7]2[CH:8]=[CH:9][C:4]([C:3]([NH:26][CH:27]3[CH2:32][CH2:31][O:30][CH2:29][CH2:28]3)=[O:25])=[CH:5][N:6]=2)=[C:16]([CH3:17])[O:15][N:14]=1, predict the reactants needed to synthesize it. The reactants are: CO[C:3](=[O:25])[C:4]1[CH:9]=[CH:8][C:7]([O:10][CH2:11][C:12]2[C:13]([C:18]3[CH:23]=[CH:22][CH:21]=[CH:20][C:19]=3[F:24])=[N:14][O:15][C:16]=2[CH3:17])=[N:6][CH:5]=1.[NH2:26][CH:27]1[CH2:32][CH2:31][O:30][CH2:29][CH2:28]1. (3) Given the product [N+:11]([C:4]1[CH:3]=[C:2]([C:19]2[CH:24]=[CH:23][N:22]=[CH:21][CH:20]=2)[C:10]2[O:9][CH:8]=[CH:7][C:6]=2[CH:5]=1)([O-:13])=[O:12], predict the reactants needed to synthesize it. The reactants are: I[C:2]1[C:10]2[O:9][CH:8]=[CH:7][C:6]=2[CH:5]=[C:4]([N+:11]([O-:13])=[O:12])[CH:3]=1.C([Sn](CCCC)(CCCC)[C:19]1[CH:24]=[CH:23][N:22]=[CH:21][CH:20]=1)CCC.CN(C=O)C.[OH-].[Na+]. (4) Given the product [Cl:13][C:14]1[CH:19]=[CH:18][C:17]([CH2:20][S:21][C:2]2[N:7]=[C:6]([C:8]([OH:10])=[O:9])[CH:5]=[CH:4][C:3]=2[C:11]#[N:12])=[CH:16][CH:15]=1, predict the reactants needed to synthesize it. The reactants are: Cl[C:2]1[N:7]=[C:6]([C:8]([OH:10])=[O:9])[CH:5]=[CH:4][C:3]=1[C:11]#[N:12].[Cl:13][C:14]1[CH:19]=[CH:18][C:17]([CH2:20][SH:21])=[CH:16][CH:15]=1. (5) Given the product [Br:1][C:2]1[C:15](=[O:16])[N:14]([CH:17]([CH3:19])[CH3:18])[C:5]2[N:6]=[C:7]([NH:21][CH3:20])[N:8]=[C:9]([CH3:10])[C:4]=2[CH:3]=1, predict the reactants needed to synthesize it. The reactants are: [Br:1][C:2]1[C:15](=[O:16])[N:14]([CH:17]([CH3:19])[CH3:18])[C:5]2[N:6]=[C:7](S(C)=O)[N:8]=[C:9]([CH3:10])[C:4]=2[CH:3]=1.[CH3:20][NH2:21].